Dataset: Full USPTO retrosynthesis dataset with 1.9M reactions from patents (1976-2016). Task: Predict the reactants needed to synthesize the given product. (1) Given the product [NH2:1][C:2]([C:6]1([C:9]([O:11][C:12]([CH3:15])([CH3:14])[CH3:13])=[O:10])[CH2:7][CH2:8]1)([CH3:3])[CH2:4][NH2:5], predict the reactants needed to synthesize it. The reactants are: [NH2:1][C:2]([C:6]1([C:9]([O:11][C:12]([CH3:15])([CH3:14])[CH3:13])=[O:10])[CH2:8][CH2:7]1)([C:4]#[N:5])[CH3:3]. (2) Given the product [C:1]([N:4]1[C:13]2[C:8](=[CH:9][C:10]([C:14]3[CH:15]=[N:16][N:17]([CH2:19][CH2:20][N:21]([CH3:29])[C:22](=[O:28])[O:23][C:24]([CH3:25])([CH3:26])[CH3:27])[CH:18]=3)=[CH:11][CH:12]=2)[C@H:7]([NH:30][C:33]2[CH:38]=[CH:37][N:36]=[CH:35][CH:34]=2)[CH2:6][C@@H:5]1[CH3:31])(=[O:3])[CH3:2], predict the reactants needed to synthesize it. The reactants are: [C:1]([N:4]1[C:13]2[C:8](=[CH:9][C:10]([C:14]3[CH:15]=[N:16][N:17]([CH2:19][CH2:20][N:21]([CH3:29])[C:22](=[O:28])[O:23][C:24]([CH3:27])([CH3:26])[CH3:25])[CH:18]=3)=[CH:11][CH:12]=2)[C@H:7]([NH2:30])[CH2:6][C@@H:5]1[CH3:31])(=[O:3])[CH3:2].Br[C:33]1[CH:38]=[CH:37][N:36]=[CH:35][CH:34]=1.C1(P(C2CCCCC2)C2C=CC=CC=2C2C(N(C)C)=CC=CC=2)CCCCC1.CC(C)([O-])C.[Na+]. (3) Given the product [Cl:1][C:2]1[C:3]([CH3:37])=[N:4][O:5][C:6]=1[NH:7][S:8]([C:11]1[C:19]2[C:14](=[N:15][CH:16]=[CH:17][CH:18]=2)[S:13][C:12]=1[CH2:20][C:21]1[C:30]2[C:25](=[CH:26][CH:27]=[CH:28][CH:29]=2)[CH:24]=[CH:23][CH:22]=1)(=[O:9])=[O:10], predict the reactants needed to synthesize it. The reactants are: [Cl:1][C:2]1[C:3]([CH3:37])=[N:4][O:5][C:6]=1[N:7](COCCOC)[S:8]([C:11]1[C:19]2[C:14](=[N:15][CH:16]=[CH:17][CH:18]=2)[S:13][C:12]=1[CH2:20][C:21]1[C:30]2[C:25](=[CH:26][CH:27]=[CH:28][CH:29]=2)[CH:24]=[CH:23][CH:22]=1)(=[O:10])=[O:9].Cl. (4) Given the product [CH2:1]([O:8][C:9](=[O:10])[NH:11][C@@H:12]([C:16]1[CH:21]=[CH:20][CH:19]=[CH:18][CH:17]=1)[C:13]([NH2:23])=[O:14])[C:2]1[CH:7]=[CH:6][CH:5]=[CH:4][CH:3]=1, predict the reactants needed to synthesize it. The reactants are: [CH2:1]([O:8][C:9]([NH:11][C@@H:12]([C:16]1[CH:21]=[CH:20][CH:19]=[CH:18][CH:17]=1)[C:13](O)=[O:14])=[O:10])[C:2]1[CH:7]=[CH:6][CH:5]=[CH:4][CH:3]=1.C[N:23]1CCOCC1.ClC(OCC)=O.[OH-].[NH4+].